This data is from Reaction yield outcomes from USPTO patents with 853,638 reactions. The task is: Predict the reaction yield, written as a fraction of the theoretical maximum amount of product (1.0 means a 100% yield; for example, 0.34 means a 34% yield). (1) The reactants are S(Cl)(Cl)=O.[CH2:5]([C:7]1[N:8]([CH3:21])[C:9]2[C:14]([C:15]=1[C:16](O)=[O:17])=[CH:13][CH:12]=[C:11]([O:19][CH3:20])[CH:10]=2)[CH3:6].[CH3:22][NH2:23]. No catalyst specified. The product is [CH3:22][NH:23][C:16]([C:15]1[C:14]2[C:9](=[CH:10][C:11]([O:19][CH3:20])=[CH:12][CH:13]=2)[N:8]([CH3:21])[C:7]=1[CH2:5][CH3:6])=[O:17]. The yield is 0.730. (2) The reactants are [Cl:1][C:2]1[C:3]([N:17]2[CH2:22][CH2:21][CH2:20][C@@H:19]([NH:23]C(=O)OC(C)(C)C)[CH2:18]2)=[C:4]2[C:10]([NH:11][C:12]([CH:14]3[CH2:16][CH2:15]3)=[O:13])=[CH:9][NH:8][C:5]2=[N:6][CH:7]=1.Cl. The catalyst is C(O)(C(F)(F)F)=O.C(Cl)Cl.CCOCC. The product is [ClH:1].[NH2:23][C@@H:19]1[CH2:20][CH2:21][CH2:22][N:17]([C:3]2[C:2]([Cl:1])=[CH:7][N:6]=[C:5]3[NH:8][CH:9]=[C:10]([NH:11][C:12]([CH:14]4[CH2:15][CH2:16]4)=[O:13])[C:4]=23)[CH2:18]1. The yield is 0.630. (3) The reactants are I[C:2]1[CH:10]2[CH:5]([N:6]=[CH:7][N:8]=[C:9]2[NH:11][CH3:12])[N:4]([CH:13]([CH3:15])[CH3:14])[CH:3]=1.COC(O)C(O)OC.O[C:25]1[CH:26]=[C:27](B(O)O)[CH:28]=[CH:29][CH:30]=1.C(=O)([O-])[O-].[Na+].[Na+]. No catalyst specified. The product is [CH:13]([N:4]1[CH:5]2[N:6]=[CH:7][N:8]=[C:9]([NH:11][CH3:12])[CH:10]2[C:2]([C:25]2[CH:26]=[CH:27][CH:28]=[CH:29][CH:30]=2)=[CH:3]1)([CH3:15])[CH3:14]. The yield is 0.707.